From a dataset of Experimentally validated miRNA-target interactions with 360,000+ pairs, plus equal number of negative samples. Binary Classification. Given a miRNA mature sequence and a target amino acid sequence, predict their likelihood of interaction. (1) The miRNA is mmu-miR-365-3p with sequence UAAUGCCCCUAAAAAUCCUUAU. The protein sequence of the target gene is MWQGCAVERPVGRMTSQTPLPQSPRPRRPTMSTVVELNVGGEFHTTTLGTLRKFPGSKLAEMFSSLAKASTDAEGRFFIDRPSTYFRPILDYLRTGQVPTQHIPEVYREAQFYEIKPLVKLLEDMPQIFGEQVSRKQFLLQVPGYSENLELMVRLARAEAITARKSSVLVCLVETEEQDAYYSEVLCFLQDKKMFKSVVKFGPWKAVLDNSDLMHCLEMDIKAQGYKVFSKFYLTYPTKRNEFHFNIYSFTFTWW. Result: 0 (no interaction). (2) The miRNA is mmu-miR-7026-3p with sequence UGUGCUUUCUGGUCUUGGCUUAG. The protein sequence of the target gene is MDGRDFAPPPHLLSERGSLGHRSAAAAARLAPAGPAAQPPAHFQPGKYFPSPLPMASHTASSRLMGSSPASSFMGSFLTSSLGSAASTHPSGPSSSPPEQAYRGSHPTTSQIWFSHSHEAPGYPRFSGSLASTFLPVSHLDHHGNSNVLYGQHRFYGTQKDNFYLRNLPPQPTLLPANHNFPSVARAAPAHPMGSCSRDRDRGEAGSLQKGPKDFDRFLVGKELGREKAGKAAEGKERPAAEEDGGKERHKLVLPVPADGHCREGGPAPRGACEGRPKHLTSCLLNTKVLNGEMGRAALA.... Result: 0 (no interaction). (3) The miRNA is hsa-miR-6884-5p with sequence AGAGGCUGAGAAGGUGAUGUUG. The protein sequence of the target gene is MAPGPFSSALLSPPPAALPFLLLLWAGASRGQPCPGRCICQNVAPTLTMLCAKTGLLFVPPAIDRRVVELRLTDNFIAAVRRRDFANMTSLVHLTLSRNTIGQVAAGAFADLRALRALHLDSNRLAEVRGDQLRGLGNLRHLILGNNQIRRVESAAFDAFLSTVEDLDLSYNNLEALPWEAVGQMVNLNTLTLDHNLIDHIAEGTFVQLHKLVRLDMTSNRLHKLPPDGLFLRSQGTGPKPPTPLTVSFGGNPLHCNCELLWLRRLTREDDLETCATPEHLTDRYFWSIPEEEFLCEPPL.... Result: 1 (interaction). (4) The miRNA is bta-miR-146a with sequence UGAGAACUGAAUUCCAUAGGUUGU. The protein sequence of the target gene is MEDLSSPDSTLLQGGHNLLSSASFQEAVTFKDVIVDFTQEEWKQLDPGQRDLFRDVTLENYTHLVSIGLQVSKPDVISQLEQGTEPWIMEPSIPVGTCADWETRLENSVSAPEPDISEEELSPEVIVEKHKRDDSWSSNLLESWEYEGSLERQQANQQTLPKEIKVTEKTIPSWEKGPVNNEFGKSVNVSSNLVTQEPSPEETSTKRSIKQNSNPVKKEKSCKCNECGKAFSYCSALIRHQRTHTGEKPYKCNECEKAFSRSENLINHQRIHTGDKPYKCDQCGKGFIEGPSLTQHQRIH.... Result: 0 (no interaction). (5) The miRNA is cel-miR-1818 with sequence UGUGGUCUUCAUGCCAUGAUUUU. The protein sequence of the target gene is MLLLLLLLLVAAAQAVALAPRRFTPDWQSLDSRPLPSWFDEAKFGVFVHWGVFSVPAWGSEWFWWHWQGDRMPAYQRFMTENYPPGFSYADFAPQFTARFFHPDQWAELFQAAGAKYVVLTTKHHEGFTNWPSPVSWNWNSKDVGPHRDLVGELGAAVRKRNIRYGLYHSLLEWFHPLYLLDKKNGFKTQHFVRAKTMPELYDLVNSYKPDLIWSDGEWECPDTYWNSTSFLAWLYNDSPVKDEVIVNDRWGQNCSCHHGGYYNCQDKYKPQSLPDHKWEMCTSMDRASWGYRKDMTMST.... Result: 0 (no interaction). (6) The miRNA is hsa-miR-6778-3p with sequence UGCCUCCCUGACAUUCCACAG. The protein sequence of the target gene is MAPIPKTVGRIKLDCSLRPSCPLEVAAAPKLCKEFGPEDYGEEDIVDFLRRLVESDPQGLHRIHVDGSSGRLQLWHHDYLLGHLDDEGKSTGQSDRGKGAEGLGTYCGLRKSFLYPPQESEPCPQSPSASATFPSVSDSLLQVAMPQKLLVTEEEANRLAEELVAEEERMKQKAEKKRLKKKRQKERKRQERLEQYCGEPKASTTSDGDESPPSSPGNPVQGQCGEEEDSLDLSSTFVSLALRKVGDWPLSARREKGLNQEPQGRGLALQKMGQEEESPPREERPQQSPKVQASPGLLAA.... Result: 1 (interaction). (7) The miRNA is cel-miR-82-3p with sequence UGAGAUCAUCGUGAAAGCCAGU. The protein sequence of the target gene is MAHLKRLVKLHIKRHYHRKFWKLGAVIFFFLVVLILMQREVSVQYSKEESKMERNLKNKNKMLDFMLEAVNNIKDAMPKMQIGAPIKENIDVRERPCLQGYYTAAELKPVFDRPPQDSNAPGASGKPFKITHLSPEEQKEKERGETKHCFNAFASDRISLHRDLGPDTRPPECIEQKFKRCPPLPTTSVIIVFHNEAWSTLLRTVHSVLYSSPAILLKEIILVDDASVDDYLHEKLEEYIKQFSIVKIVRQQERKGLITARLLGAAVATAETLTFLDAHCECFYGWLEPLLARIAENYTA.... Result: 0 (no interaction). (8) The miRNA is hsa-miR-3976 with sequence UAUAGAGAGCAGGAAGAUUAAUGU. The protein sequence of the target gene is MKEHIIYQKLYGLILMSSFIFLSDTLSLKGKKLDFFGRGDTYVSLIDTIPELSRFTACIDLVFMDDNSRYWMAFSYITNNALLGREDIDLGLAGDHQQLILYRLGKTFSIRHHLASFQWHTICLIWDGVKGKLELFLNKERILEVTDQPHNLTPHGTLFLGHFLKNESSEVKSMMRSFPGSLYYFQLWDHILENEEFMKCLDGNIVSWEEDVWLVNKIIPTVDRTLRCFVPENMTIQEKSTTVSQQIDMTTPSQITGVKPQNTAHSSTLLSQSIPIFATDYTTISYSNTTSPPLETMTAQ.... Result: 0 (no interaction). (9) Result: 1 (interaction). The miRNA is hsa-miR-103a-3p with sequence AGCAGCAUUGUACAGGGCUAUGA. The protein sequence of the target gene is MPSDLAKKKAAKKKEAAKARQRPRKGHEENGDVVTEPQVAEKNEANGRETTEVDLLTKELEDFEMKKAAARAVTGVLASHPNSTDVHIINLSLTFHGQELLSDTKLELNSGRRYGLIGLNGIGKSMLLSAIGKREVPIPEHIDIYHLTREMPPSDKTPLHCVMEVDTERAMLEKEAERLAHEDAECEKLMELYERLEELDADKAEMRASRILHGLGFTPAMQRKKLKDFSGGWRMRVALARALFIRPFMLLLDEPTNHLDLDACVWLEEELKTFKRILVLVSHSQDFLNGVCTNIIHMHN....